From a dataset of Experimentally validated miRNA-target interactions with 360,000+ pairs, plus equal number of negative samples. Binary Classification. Given a miRNA mature sequence and a target amino acid sequence, predict their likelihood of interaction. (1) The miRNA is hsa-miR-6741-5p with sequence GUGGGUGCUGGUGGGAGCCGUG. The protein sequence of the target gene is MEPAGPAPGRLGPLLCLLLAASCAWSGVAGEEELQVIQPDKSVLVAAGETATLRCTATSLIPVGPIQWFRGAGPGRELIYNQKEGHFPRVTTVSDLTKRNNMDFSIRIGNITPADAGTYYCVKFRKGSPDDVEFKSGAGTELSVRAKPSAPVVSGPAARATPQHTVSFTCESHGFSPRDITLKWFKNGNELSDFQTNVDPVGESVSYSIHSTAKVVLTREDVHSQVICEVAHVTLQGDPLRGTANLSETIRVPPTLEVTQQPVRAENQVNVTCQVRKFYPQRLQLTWLENGNVSRTETAS.... Result: 1 (interaction). (2) The miRNA is hsa-miR-663a with sequence AGGCGGGGCGCCGCGGGACCGC. The protein sequence of the target gene is MSLSGRERPAWPGSRLSWLLCCSALLSPAAGYVIVSSVSWAVTNEVDEELDSASTEEALPALLEDSSSIWQQSFPASAHKEDTHLRPRGSARARPAPAARGMFSYRRESGSSEASPGPRVHAGTARSLAHASSWGCLATVSTHEKIQGLPFGSCLAISDGPVHNSTGIPFFYMTAKDPAVADLVKNPTASLVLPESEGEFCRKNIVDPEDPRCARLTLTGRMVTVPPGEVEFAKQAMFSRHPGMRKWPRQYEWFFMKMWVEHIWLQKWYGGVSDIPREEYFKAAPRKA. Result: 0 (no interaction). (3) The miRNA is hsa-miR-2355-3p with sequence AUUGUCCUUGCUGUUUGGAGAU. The protein sequence of the target gene is MKKAEMGRFSISPDEDSSSYSSNSDFNYSYPTKQAALKSHYADVDPENQNFLLESNLGKKKYETEFHPGTTSFGMSVFNLSNAIVGSGILGLSYAMANTGIALFIILLTFVSIFSLYSVHLLLKTANEGGSLLYEQLGYKAFGLVGKLAASGSITMQNIGAMSSYLFIVKYELPLVIQALTNIEDKTGLWYLNGNYLVLLVSLVVILPLSLFRNLGYLGYTSGLSLLCMVFFLIVVICKKFQVPCPVEAALIINETINTTLTQPTALVPALSHNVTENDSCRPHYFIFNSQTVYAVPILI.... Result: 1 (interaction). (4) The miRNA is hsa-miR-552-3p with sequence AACAGGUGACUGGUUAGACAA. The protein sequence of the target gene is MVKISFQPAVAGIKADKADKAAASGPASASAPAAEILLTPAREERPPRHRSRKGGSVGGVCYLSMGMVVLLMGLVFASVYIYRYFFLAQLARDNFFHCGVLYEDSLSSQIRTRLELEEDVKIYLEENYERINVPVPQFGGGDPADIIHDFQRGLTAYHDISLDKCYVIELNTTIVLPPRNFWELLMNVKRGTYLPQTYIIQEEMVVTEHVRDKEALGSFIYHLCNGKDTYRLRRRSTRRRINKRGGKNCNAIRHFENTFVVETLICGVV. Result: 0 (no interaction). (5) The miRNA is mmu-miR-297a-3p with sequence UAUACAUACACACAUACCCAUA. The protein sequence of the target gene is MSETVPAASASAGVAAMEKLPTKKRGRKPAGLISASRKVPNLSVSKLITEALSVSQERVGMSLVALKKALAAAGYDVEKNNSRIKLSLKSLVNKGILVQTRGTGASGSFKLSKKVIPKSTRSKAKKSVSAKTKKLVLSRDSKSPKTAKTNKRAKKPRATTPKTVRSGRKAKGAKGKQQQKSPVKARASKSKLTQHHEVNVRKATSKK. Result: 0 (no interaction). (6) The protein sequence of the target gene is MSLLDCFCASRTRVESLRPEKQSETSIHQYLVDESAISRPPPSARASEVICSTDVSHYELQVEIGRGFDNLTSVHLARHTPTGTLVTVKITNLESCTEERLKALQRAVILSHFFQHPNITTYWTVFTVGSWLWVISPFMAYGSASQLLRTYFPDGMSETLIRNILFGAVQGLNYLHQNGCIHRSFKASHILISGDGLVTLSGLSHLHSLLKHGQRHRAVFDFPQFSTSVQPWLSPELLRQDLHGYNVKSDIYSVGITACELASGQVPFQDMHRTQMLLQKLKGPPYSPLDVSIFPQSDSR.... Result: 0 (no interaction). The miRNA is hsa-miR-181b-5p with sequence AACAUUCAUUGCUGUCGGUGGGU. (7) The miRNA is hsa-miR-6512-3p with sequence UUCCAGCCCUUCUAAUGGUAGG. The protein sequence of the target gene is MESISMMGSPKSLSETFLPNGINGIKDARKVTVGVIGSGDFAKSLTIRLIRCGYHVVIGSRNPKFASEFFPHVVDVTHHEDALTKTNIIFVAIHREHYTSLWDLRHLLVGKILIDVSNNMRINQYPESNAEYLASLFPDSLIVKGFNVVSAWALQLGPKDASRQVYICSNNIQARQQVIELARQLNFIPIDLGSLSSAREIENLPLRLFTLWRGPVVVAISLATFFFLYSFVRDVIHPYARNQQSDFYKIPIEIVNKTLPIVAITLLSLVYLAGLLAAAYQLYYGTKYRRFPPWLETWLQ.... Result: 1 (interaction).